Dataset: Reaction yield outcomes from USPTO patents with 853,638 reactions. Task: Predict the reaction yield, written as a fraction of the theoretical maximum amount of product (1.0 means a 100% yield; for example, 0.34 means a 34% yield). (1) The reactants are [Cl:1][C:2]1[C:11]2[C:6](=[CH:7][CH:8]=[CH:9][C:10]=2[O:12][CH:13]2[CH2:18][CH2:17][N:16]([CH3:19])[CH2:15][CH2:14]2)[N:5]=[CH:4][N:3]=1.[NH2:20][C:21]1[CH:22]=[C:23]2[C:27](=[CH:28][CH:29]=1)[NH:26][CH:25]=[C:24]2[Cl:30]. No catalyst specified. The product is [ClH:1].[Cl:30][C:24]1[C:23]2[C:27](=[CH:28][CH:29]=[C:21]([NH:20][C:2]3[C:11]4[C:6](=[CH:7][CH:8]=[CH:9][C:10]=4[O:12][CH:13]4[CH2:18][CH2:17][N:16]([CH3:19])[CH2:15][CH2:14]4)[N:5]=[CH:4][N:3]=3)[CH:22]=2)[NH:26][CH:25]=1. The yield is 0.110. (2) The reactants are [Br:1][C:2]1[CH:8]=[CH:7][C:5]([NH2:6])=[CH:4][C:3]=1[CH3:9].O[CH2:11][CH:12]([CH2:14]O)O.[N+](C1C=CC=CC=1)([O-])=O.S(=O)(=O)(O)O. No catalyst specified. The product is [Br:1][C:2]1[CH:8]=[C:7]2[C:5](=[CH:4][C:3]=1[CH3:9])[N:6]=[CH:14][CH:12]=[CH:11]2. The yield is 0.310. (3) The reactants are [O:1]=[C:2]1[CH2:6][N:5]([C:7]([O:9][CH2:10][C:11]2[CH:16]=[CH:15][CH:14]=[CH:13][CH:12]=2)=[O:8])[C@H:4]([C:17]([O:19][CH3:20])=[O:18])[CH2:3]1.[CH2:21](O)[CH2:22][CH2:23][OH:24].C[C@H]1C[C@H](C)OC2(CN(C(=O)[C@H](C(C)C)NC(OC)=O)[C@H](C(OC)=O)C2)O1. No catalyst specified. The product is [CH2:6]1[C:2]2([O:24][CH2:23][CH2:22][CH2:21][O:1]2)[CH2:3][C@@H:4]([C:17]([O:19][CH3:20])=[O:18])[N:5]1[C:7]([O:9][CH2:10][C:11]1[CH:12]=[CH:13][CH:14]=[CH:15][CH:16]=1)=[O:8]. The yield is 0.840.